The task is: Binary Classification. Given a T-cell receptor sequence (or CDR3 region) and an epitope sequence, predict whether binding occurs between them.. This data is from TCR-epitope binding with 47,182 pairs between 192 epitopes and 23,139 TCRs. (1) The epitope is EEHVQIHTI. The TCR CDR3 sequence is CASSLGTASTDTQYF. Result: 0 (the TCR does not bind to the epitope). (2) The epitope is TPRVTGGGAM. The TCR CDR3 sequence is CASSLIGIGETDTQYF. Result: 1 (the TCR binds to the epitope). (3) The epitope is AVFDRKSDAK. The TCR CDR3 sequence is CASSDGDHSYEQYF. Result: 0 (the TCR does not bind to the epitope). (4) The epitope is TPGPGVRYPL. The TCR CDR3 sequence is CATGSANTGELFF. Result: 0 (the TCR does not bind to the epitope). (5) The epitope is ALSKGVHFV. The TCR CDR3 sequence is CASKGTQYF. Result: 1 (the TCR binds to the epitope). (6) The epitope is MPASWVMRI. The TCR CDR3 sequence is CASKDSTYEQYF. Result: 1 (the TCR binds to the epitope).